From a dataset of Reaction yield outcomes from USPTO patents with 853,638 reactions. Predict the reaction yield, written as a fraction of the theoretical maximum amount of product (1.0 means a 100% yield; for example, 0.34 means a 34% yield). The reactants are [C:1]1([S:7]([N:10]2[C:14]3=[N:15][CH:16]=[CH:17][C:18]([C:19]4[CH:24]=[CH:23][C:22]([S:25]([N:28]5[CH2:32][CH2:31][CH2:30][CH2:29]5)(=[O:27])=[O:26])=[CH:21][CH:20]=4)=[C:13]3[CH:12]=[C:11]2[CH2:33][OH:34])(=[O:9])=[O:8])[CH:6]=[CH:5][CH:4]=[CH:3][CH:2]=1.[CH3:35][S:36](O[S:36]([CH3:35])(=[O:38])=[O:37])(=[O:38])=[O:37]. The catalyst is C(Cl)Cl. The product is [CH3:35][S:36]([O:34][CH2:33][C:11]1[N:10]([S:7]([C:1]2[CH:2]=[CH:3][CH:4]=[CH:5][CH:6]=2)(=[O:9])=[O:8])[C:14]2=[N:15][CH:16]=[CH:17][C:18]([C:19]3[CH:24]=[CH:23][C:22]([S:25]([N:28]4[CH2:32][CH2:31][CH2:30][CH2:29]4)(=[O:27])=[O:26])=[CH:21][CH:20]=3)=[C:13]2[CH:12]=1)(=[O:38])=[O:37]. The yield is 0.840.